Predict the reaction yield, written as a fraction of the theoretical maximum amount of product (1.0 means a 100% yield; for example, 0.34 means a 34% yield). From a dataset of Reaction yield outcomes from USPTO patents with 853,638 reactions. (1) The reactants are Cl.NO.[OH-].[Na+].CC(O)=O.[Br:10][C:11]1[CH:23]=[CH:22][C:14]([C:15]([N:17]=[CH:18][N:19](C)C)=[O:16])=[CH:13][CH:12]=1. The catalyst is O.O1CCOCC1. The product is [Br:10][C:11]1[CH:23]=[CH:22][C:14]([C:15]2[O:16][N:19]=[CH:18][N:17]=2)=[CH:13][CH:12]=1. The yield is 0.690. (2) The reactants are [Br:1][C:2]1[CH:3]=[CH:4][C:5]([N+:9]([O-:11])=[O:10])=[C:6]([OH:8])[CH:7]=1.Cl[C:13]([F:19])([F:18])C(OC)=O.C(=O)([O-])[O-].[K+].[K+]. The catalyst is CN(C=O)C.C(OCC)(=O)C. The product is [F:18][CH:13]([F:19])[O:8][C:6]1[CH:7]=[C:2]([Br:1])[CH:3]=[CH:4][C:5]=1[N+:9]([O-:11])=[O:10]. The yield is 0.300. (3) The reactants are CN(C(ON1N=NC2C=CC=NC1=2)=[N+](C)C)C.F[P-](F)(F)(F)(F)F.[NH2:25][C:26]1[CH:34]=[CH:33][C:29]([C:30]([OH:32])=O)=[CH:28][C:27]=1[O:35][CH3:36].CCN(C(C)C)C(C)C.[CH3:46][N:47]1[CH2:52][CH2:51][NH:50][CH2:49][CH2:48]1. The catalyst is CN(C=O)C. The product is [NH2:25][C:26]1[CH:34]=[CH:33][C:29]([C:30]([N:50]2[CH2:51][CH2:52][N:47]([CH3:46])[CH2:48][CH2:49]2)=[O:32])=[CH:28][C:27]=1[O:35][CH3:36]. The yield is 0.310. (4) The reactants are [Cl:1][C:2]1[CH:38]=[N:37][C:5]2[N:6](S(C3C=CC=CC=3)(=O)=O)[C:7]3[C:12]([C:4]=2[CH:3]=1)=[CH:11][C:10]([C:13]1[CH:27]=[CH:26][C:16]([O:17][CH2:18][CH2:19][CH2:20][N:21]([CH2:24][CH3:25])[CH2:22][CH3:23])=[CH:15][CH:14]=1)=[CH:9][CH:8]=3. The catalyst is CO. The product is [Cl:1][C:2]1[CH:38]=[N:37][C:5]2[NH:6][C:7]3[C:12]([C:4]=2[CH:3]=1)=[CH:11][C:10]([C:13]1[CH:27]=[CH:26][C:16]([O:17][CH2:18][CH2:19][CH2:20][N:21]([CH2:22][CH3:23])[CH2:24][CH3:25])=[CH:15][CH:14]=1)=[CH:9][CH:8]=3. The yield is 0.700.